The task is: Regression. Given a peptide amino acid sequence and an MHC pseudo amino acid sequence, predict their binding affinity value. This is MHC class I binding data.. This data is from Peptide-MHC class I binding affinity with 185,985 pairs from IEDB/IMGT. (1) The peptide sequence is MEAQFLYLYA. The MHC is HLA-B44:02 with pseudo-sequence HLA-B44:02. The binding affinity (normalized) is 0.627. (2) The peptide sequence is GLACYRFVK. The MHC is HLA-A03:01 with pseudo-sequence HLA-A03:01. The binding affinity (normalized) is 0.713.